Dataset: Full USPTO retrosynthesis dataset with 1.9M reactions from patents (1976-2016). Task: Predict the reactants needed to synthesize the given product. Given the product [CH3:16][O:15][C:13]([C:11]1([C:5]2[CH:4]=[CH:3][C:2]([Cl:1])=[CH:7][N:6]=2)[CH2:12][N:9]([C:17]([O:19][C:20]([CH3:23])([CH3:22])[CH3:21])=[O:18])[CH2:10]1)=[O:14], predict the reactants needed to synthesize it. The reactants are: [Cl:1][C:2]1[CH:3]=[CH:4][C:5](F)=[N:6][CH:7]=1.[N:9]1([C:17]([O:19][C:20]([CH3:23])([CH3:22])[CH3:21])=[O:18])[CH2:12][CH:11]([C:13]([O:15][CH3:16])=[O:14])[CH2:10]1.C[Si]([N-][Si](C)(C)C)(C)C.[K+].[NH4+].[Cl-].